This data is from Full USPTO retrosynthesis dataset with 1.9M reactions from patents (1976-2016). The task is: Predict the reactants needed to synthesize the given product. (1) Given the product [CH:1]([C:4]1[C:8]2=[N:9][C:10]([C:13]([NH:15][C:16]3[CH:17]=[N:18][CH:19]=[CH:20][C:21]=3[N:22]3[CH2:27][C@H:26]([CH3:28])[CH2:25][C@H:24]([NH:29][C:30](=[O:36])[O:31][C:32]([CH3:33])([CH3:34])[CH3:35])[CH2:23]3)=[O:14])=[CH:11][CH:12]=[C:7]2[S:6][CH:5]=1)([CH3:3])[CH3:2], predict the reactants needed to synthesize it. The reactants are: [C:1]([C:4]1[C:8]2=[N:9][C:10]([C:13]([NH:15][C:16]3[CH:17]=[N:18][CH:19]=[CH:20][C:21]=3[N:22]3[CH2:27][C@H:26]([CH3:28])[CH2:25][C@H:24]([NH:29][C:30](=[O:36])[O:31][C:32]([CH3:35])([CH3:34])[CH3:33])[CH2:23]3)=[O:14])=[CH:11][CH:12]=[C:7]2[S:6][CH:5]=1)([CH3:3])=[CH2:2]. (2) Given the product [CH:1]1([C:4]2[N:9]3[N:10]=[CH:11][C:12]([C:13]#[C:14][C:24]4[S:28][C:27]([S:29]([NH2:32])(=[O:31])=[O:30])=[CH:26][CH:25]=4)=[C:8]3[N:7]=[C:6]([C:15]3[CH:20]=[CH:19][C:18]([Cl:21])=[C:17]([Cl:22])[CH:16]=3)[CH:5]=2)[CH2:3][CH2:2]1, predict the reactants needed to synthesize it. The reactants are: [CH:1]1([C:4]2[N:9]3[N:10]=[CH:11][C:12]([C:13]#[CH:14])=[C:8]3[N:7]=[C:6]([C:15]3[CH:20]=[CH:19][C:18]([Cl:21])=[C:17]([Cl:22])[CH:16]=3)[CH:5]=2)[CH2:3][CH2:2]1.Br[C:24]1[S:28][C:27]([S:29]([NH2:32])(=[O:31])=[O:30])=[CH:26][CH:25]=1. (3) Given the product [ClH:1].[C:26]([NH:30][CH2:15][C:13]1[C:12]([OH:17])=[C:11]([C:18]2[CH:23]=[CH:22][C:21]([Cl:24])=[C:20]([Cl:25])[CH:19]=2)[CH:10]=[C:9]([C:4]2[CH:5]=[CH:6][C:7]([Cl:8])=[C:2]([Cl:1])[CH:3]=2)[CH:14]=1)([CH3:29])([CH3:28])[CH3:27], predict the reactants needed to synthesize it. The reactants are: [Cl:1][C:2]1[CH:3]=[C:4]([C:9]2[CH:14]=[C:13]([CH:15]=O)[C:12]([OH:17])=[C:11]([C:18]3[CH:23]=[CH:22][C:21]([Cl:24])=[C:20]([Cl:25])[CH:19]=3)[CH:10]=2)[CH:5]=[CH:6][C:7]=1[Cl:8].[C:26]([NH2:30])([CH3:29])([CH3:28])[CH3:27]. (4) Given the product [CH2:16]([O:15][CH2:14][CH2:13][O:12][CH2:11][CH2:10][N:5]1[C:4](=[O:23])[CH:3]=[C:2]([NH:1][C:29]2[CH:31]=[CH:32][C:33]([CH3:34])=[C:27]([CH2:25][CH3:26])[CH:28]=2)[NH:7][C:6]1=[O:8])[C:17]1[CH:22]=[CH:21][CH:20]=[CH:19][CH:18]=1, predict the reactants needed to synthesize it. The reactants are: [NH2:1][C:2]1[N:7]=[C:6]([O:8]C)[N:5]([CH2:10][CH2:11][O:12][CH2:13][CH2:14][O:15][CH2:16][C:17]2[CH:22]=[CH:21][CH:20]=[CH:19][CH:18]=2)[C:4](=[O:23])[CH:3]=1.Cl.[CH2:25]([C:27]1[CH:28]=[C:29]([CH:31]=[CH:32][C:33]=1[CH3:34])N)[CH3:26]. (5) Given the product [Cl:1][C:2]1[CH:7]=[C:6]([NH:15][CH2:13][CH3:14])[C:5]([N+:10]([O-:12])=[O:11])=[CH:4][N:3]=1, predict the reactants needed to synthesize it. The reactants are: [Cl:1][C:2]1[CH:7]=[C:6](OC)[C:5]([N+:10]([O-:12])=[O:11])=[CH:4][N:3]=1.[CH2:13]([NH2:15])[CH3:14]. (6) Given the product [BrH:23].[Br:23][CH:12]1[CH2:13][N:8]([CH2:1][C:2]2[CH:3]=[CH:4][CH:5]=[CH:6][CH:7]=2)[CH2:9][CH:10]([C:15]2[CH:20]=[CH:19][C:18]([Cl:21])=[C:17]([F:22])[CH:16]=2)[C:11]1=[O:14], predict the reactants needed to synthesize it. The reactants are: [CH2:1]([N:8]1[CH2:13][CH2:12][C:11](=[O:14])[CH:10]([C:15]2[CH:20]=[CH:19][C:18]([Cl:21])=[C:17]([F:22])[CH:16]=2)[CH2:9]1)[C:2]1[CH:7]=[CH:6][CH:5]=[CH:4][CH:3]=1.[Br:23]Br. (7) Given the product [OH:1][CH2:2][CH:3]1[CH2:7][CH:6]([N:8]2[CH:13]=[CH:12][N:11]=[C:10]([C:14]([NH2:19])=[O:15])[C:9]2=[O:18])[CH:5]=[CH:4]1, predict the reactants needed to synthesize it. The reactants are: [OH:1][CH2:2][CH:3]1[CH2:7][CH:6]([N:8]2[CH:13]=[CH:12][N:11]=[C:10]([C:14](OC)=[O:15])[C:9]2=[O:18])[CH:5]=[CH:4]1.[NH3:19].